This data is from Forward reaction prediction with 1.9M reactions from USPTO patents (1976-2016). The task is: Predict the product of the given reaction. (1) Given the reactants [NH2:1][CH2:2][CH2:3][NH:4][C:5]1[CH:10]=[CH:9][C:8]([N+:11]([O-:13])=[O:12])=[CH:7][N:6]=1.C(N(CC)CC)C.[Cl:21][CH2:22][C:23](Cl)=[O:24].C(O)C, predict the reaction product. The product is: [Cl:21][CH2:22][C:23]([NH:1][CH2:2][CH2:3][NH:4][C:5]1[CH:10]=[CH:9][C:8]([N+:11]([O-:13])=[O:12])=[CH:7][N:6]=1)=[O:24]. (2) Given the reactants [CH3:1][O:2][C:3](=[O:41])[C:4]1[CH:9]=[C:8]([CH:10]2[CH2:15][CH2:14][CH2:13][CH2:12][CH2:11]2)[C:7]([C:16]2[CH:17]=[C:18]3[C:23](=[CH:24][CH:25]=2)[N:22]=[C:21]([C:26]2[S:30][C:29]([CH3:31])=[N:28][C:27]=2[CH3:32])[CH:20]=[CH:19]3)=[C:6]([CH2:33][C:34](OC(C)(C)C)=[O:35])[CH:5]=1.[C:42]([OH:48])([C:44](F)(F)F)=O.C1(OC)C=CC=CC=1.CN(C(O[N:65]1N=N[C:67]2C=CC=N[C:66]1=2)=[N+](C)C)C.F[P-](F)(F)(F)(F)F.C(N(C(C)C)CC)(C)C.N1CCOCC1, predict the reaction product. The product is: [CH3:1][O:2][C:3](=[O:41])[C:4]1[CH:5]=[C:6]([CH2:33][C:34]([N:65]2[CH2:44][CH2:42][O:48][CH2:67][CH2:66]2)=[O:35])[C:7]([C:16]2[CH:17]=[C:18]3[C:23](=[CH:24][CH:25]=2)[N:22]=[C:21]([C:26]2[S:30][C:29]([CH3:31])=[N:28][C:27]=2[CH3:32])[CH:20]=[CH:19]3)=[C:8]([CH:10]2[CH2:11][CH2:12][CH2:13][CH2:14][CH2:15]2)[CH:9]=1.